This data is from Full USPTO retrosynthesis dataset with 1.9M reactions from patents (1976-2016). The task is: Predict the reactants needed to synthesize the given product. (1) Given the product [C:1]([C:5]1[N:10]=[C:9]([N:11]2[CH2:16][CH2:15][N:14]([CH2:17][CH2:18][CH2:19][CH2:20][NH:21][C:31]([N:49]3[CH2:50][CH2:51][N:46]([C:41]4[CH:42]=[CH:43][C:44]([Cl:45])=[C:39]([Cl:38])[CH:40]=4)[CH2:47][CH2:48]3)=[O:32])[CH2:13][CH2:12]2)[CH:8]=[C:7]([C:22]([F:24])([F:25])[F:23])[N:6]=1)([CH3:4])([CH3:2])[CH3:3], predict the reactants needed to synthesize it. The reactants are: [C:1]([C:5]1[N:10]=[C:9]([N:11]2[CH2:16][CH2:15][N:14]([CH2:17][CH2:18][CH2:19][CH2:20][NH2:21])[CH2:13][CH2:12]2)[CH:8]=[C:7]([C:22]([F:25])([F:24])[F:23])[N:6]=1)([CH3:4])([CH3:3])[CH3:2].C1N=CN([C:31](N2C=NC=C2)=[O:32])C=1.[Cl:38][C:39]1[CH:40]=[C:41]([N:46]2[CH2:51][CH2:50][NH:49][CH2:48][CH2:47]2)[CH:42]=[CH:43][C:44]=1[Cl:45]. (2) Given the product [CH2:1]([O:5][CH2:6][CH2:7][O:8][C:9]1[CH:10]=[CH:11][C:12]([C:15]2[CH:16]=[CH:17][C:18]3[N:24]([CH2:25][CH:26]4[CH2:28][CH2:27]4)[CH2:23][CH2:22][C:21]([C:29]([NH:59][C:58]4[CH:57]=[CH:56][C:55]([S:53]([CH2:52][C:51]5[N:47]([CH2:44][CH2:45][CH3:46])[CH:48]=[N:49][CH:50]=5)=[O:54])=[CH:61][CH:60]=4)=[O:30])=[CH:20][C:19]=3[CH:32]=2)=[CH:13][CH:14]=1)[CH2:2][CH2:3][CH3:4], predict the reactants needed to synthesize it. The reactants are: [CH2:1]([O:5][CH2:6][CH2:7][O:8][C:9]1[CH:14]=[CH:13][C:12]([C:15]2[CH:16]=[CH:17][C:18]3[N:24]([CH2:25][CH:26]4[CH2:28][CH2:27]4)[CH2:23][CH2:22][C:21]([C:29](O)=[O:30])=[CH:20][C:19]=3[CH:32]=2)=[CH:11][CH:10]=1)[CH2:2][CH2:3][CH3:4].CN(C=O)C.C(Cl)(=O)C(Cl)=O.[CH2:44]([N:47]1[C:51]([CH2:52][S:53]([C:55]2[CH:61]=[CH:60][C:58]([NH2:59])=[CH:57][CH:56]=2)=[O:54])=[CH:50][N:49]=[CH:48]1)[CH2:45][CH3:46].